Task: Predict which catalyst facilitates the given reaction.. Dataset: Catalyst prediction with 721,799 reactions and 888 catalyst types from USPTO (1) Reactant: [C:1]([O:5][C:6](=[O:16])[NH:7][C:8](/[C:11](=[N:14]/[H])/[NH:12][OH:13])([CH3:10])[CH3:9])([CH3:4])([CH3:3])[CH3:2].[N:17]1(C#N)CCCC[CH2:18]1. Product: [C:1]([O:5][C:6](=[O:16])[NH:7][C:8]([C:11]1[N:14]=[C:18]([NH2:17])[O:13][N:12]=1)([CH3:10])[CH3:9])([CH3:4])([CH3:3])[CH3:2]. The catalyst class is: 3. (2) Reactant: Br[CH:2]([C:8](=[O:35])[N:9]1[CH2:14][CH2:13][CH:12]([C:15]2[S:16][CH:17]=[C:18]([C:20]3[CH2:24][CH:23]([C:25]4[CH:30]=[CH:29][CH:28]=[CH:27][C:26]=4[O:31][CH2:32][C:33]#[CH:34])[O:22][N:21]=3)[N:19]=2)[CH2:11][CH2:10]1)[C:3]([O:5][CH2:6][CH3:7])=[O:4].[F:36][CH:37]([F:46])[C:38]1[CH:42]=[C:41]([CH:43]([F:45])[F:44])[NH:40][N:39]=1.C(=O)([O-])[O-].[K+].[K+].[I-].[K+]. Product: [F:45][CH:43]([F:44])[C:41]1[CH:42]=[C:38]([CH:37]([F:36])[F:46])[N:39]([CH:2]([C:8](=[O:35])[N:9]2[CH2:14][CH2:13][CH:12]([C:15]3[S:16][CH:17]=[C:18]([C:20]4[CH2:24][CH:23]([C:25]5[CH:30]=[CH:29][CH:28]=[CH:27][C:26]=5[O:31][CH2:32][C:33]#[CH:34])[O:22][N:21]=4)[N:19]=3)[CH2:11][CH2:10]2)[C:3]([O:5][CH2:6][CH3:7])=[O:4])[N:40]=1. The catalyst class is: 47. (3) Reactant: [CH3:1][N:2]([CH3:10])[C:3]1[CH:4]=[C:5]([OH:9])[CH:6]=[CH:7][CH:8]=1.[CH:11]1[C:16]([CH:17]=O)=[CH:15][C:14]2[O:19][CH2:20][O:21][C:13]=2[CH:12]=1.[C:22](#[N:26])[CH2:23][C:24]#[N:25].N1CCCCC1. Product: [NH2:26][C:22]1[O:9][C:5]2[C:6]([CH:17]([C:16]3[CH:11]=[CH:12][C:13]4[O:21][CH2:20][O:19][C:14]=4[CH:15]=3)[C:23]=1[C:24]#[N:25])=[CH:7][CH:8]=[C:3]([N:2]([CH3:10])[CH3:1])[CH:4]=2. The catalyst class is: 8. (4) Product: [CH3:1][O:2][C:3]([C:5]1[N:6]([CH3:21])[N:7]=[C:8]([NH2:10])[CH:9]=1)=[O:4]. The catalyst class is: 43. Reactant: [CH3:1][O:2][C:3]([C:5]1[N:6]([CH3:21])[N:7]=[C:8]([NH:10]C(OCC2C=CC=CC=2)=O)[CH:9]=1)=[O:4]. (5) Reactant: Br[C:2]1[N:7]=[C:6]2[N:8]([CH3:22])[C:9]3[CH2:14][CH2:13][N:12]([C:15]([O:17][C:18]([CH3:21])([CH3:20])[CH3:19])=[O:16])[CH2:11][C:10]=3[C:5]2=[CH:4][CH:3]=1.[F:23][C:24]([F:41])([F:40])[C:25]1[N:30]=[CH:29][C:28]([CH2:31][O:32][C:33]2[CH:38]=[CH:37][NH:36][C:35](=[O:39])[CH:34]=2)=[CH:27][CH:26]=1.C([O-])([O-])=O.[Cs+].[Cs+].OC1C=CC=C2C=1N=CC=C2. Product: [CH3:22][N:8]1[C:6]2=[N:7][C:2]([N:36]3[CH:37]=[CH:38][C:33]([O:32][CH2:31][C:28]4[CH:29]=[N:30][C:25]([C:24]([F:23])([F:40])[F:41])=[CH:26][CH:27]=4)=[CH:34][C:35]3=[O:39])=[CH:3][CH:4]=[C:5]2[C:10]2[CH2:11][N:12]([C:15]([O:17][C:18]([CH3:21])([CH3:20])[CH3:19])=[O:16])[CH2:13][CH2:14][C:9]1=2. The catalyst class is: 846.